From a dataset of Catalyst prediction with 721,799 reactions and 888 catalyst types from USPTO. Predict which catalyst facilitates the given reaction. (1) Reactant: [C:1]([O:5][C:6]([NH:8][C@@H:9]([CH3:13])[C:10]([OH:12])=O)=[O:7])([CH3:4])([CH3:3])[CH3:2].CN1CCOCC1.ClC1N=C(OC)N=C(OC)N=1.Cl.[NH2:33][C@@:34]1([C:47]([O:49][CH2:50][CH3:51])=[O:48])[CH2:41][C:38]2([CH2:40][CH2:39]2)[C@@H:37]2[C@H:35]1[C@H:36]2[C:42]([O:44][CH2:45][CH3:46])=[O:43]. Product: [C:1]([O:5][C:6]([NH:8][C@@H:9]([CH3:13])[C:10]([NH:33][C@@:34]1([C:47]([O:49][CH2:50][CH3:51])=[O:48])[CH2:41][C:38]2([CH2:40][CH2:39]2)[C@@H:37]2[C@H:35]1[C@H:36]2[C:42]([O:44][CH2:45][CH3:46])=[O:43])=[O:12])=[O:7])([CH3:2])([CH3:3])[CH3:4]. The catalyst class is: 7. (2) Reactant: [C:1]([O:5][C:6]([NH:8][CH:9]([CH2:24][CH2:25][CH2:26][CH2:27][NH:28]C(OCC1C=CC=CC=1)=O)[C:10]([NH:12][CH2:13][CH:14]([OH:23])[CH:15]([OH:22])[CH:16]([OH:21])[CH:17]([OH:20])[CH2:18][OH:19])=[O:11])=[O:7])([CH3:4])([CH3:3])[CH3:2]. Product: [NH2:28][CH2:27][CH2:26][CH2:25][CH2:24][CH:9]([NH:8][C:6]([O:5][C:1]([CH3:4])([CH3:3])[CH3:2])=[O:7])[C:10]([NH:12][CH2:13][CH:14]([OH:23])[CH:15]([OH:22])[CH:16]([OH:21])[CH:17]([OH:20])[CH2:18][OH:19])=[O:11]. The catalyst class is: 19. (3) Reactant: [CH3:1][CH2:2][CH2:3][CH2:4][CH2:5][CH2:6][CH2:7][CH2:8][CH2:9][CH2:10][CH2:11][CH2:12][O:13][C:14]([CH:16]([N:18]([CH3:20])[CH3:19])[CH3:17])=[O:15].[C:21]([OH:33])(=[O:32])[CH2:22][C:23]([CH2:28][C:29]([OH:31])=[O:30])([C:25]([OH:27])=[O:26])[OH:24]. Product: [C:21]([OH:33])(=[O:32])[CH2:22][C:23]([CH2:28][C:29]([OH:31])=[O:30])([C:25]([OH:27])=[O:26])[OH:24].[CH3:19][N:18]([CH3:20])[CH:16]([CH3:17])[C:14]([O:13][CH2:12][CH2:11][CH2:10][CH2:9][CH2:8][CH2:7][CH2:6][CH2:5][CH2:4][CH2:3][CH2:2][CH3:1])=[O:15]. The catalyst class is: 5. (4) The catalyst class is: 1. Product: [F:25][C:21]1([F:24])[CH2:22][CH2:23][N:19]([C:17](=[O:18])[CH2:16][O:15][C:13]2[C:12]3[C:7](=[CH:8][C:9]([CH3:26])=[CH:10][CH:11]=3)[N:6]=[C:5]([C:3]([OH:4])=[O:2])[CH:14]=2)[CH2:20]1. Reactant: C[O:2][C:3]([C:5]1[CH:14]=[C:13]([O:15][CH2:16][C:17]([N:19]2[CH2:23][CH2:22][C:21]([F:25])([F:24])[CH2:20]2)=[O:18])[C:12]2[C:7](=[CH:8][C:9]([CH3:26])=[CH:10][CH:11]=2)[N:6]=1)=[O:4].[OH-].[Na+]. (5) Reactant: [CH3:1][C:2]1[CH:3]=[C:4]2[C:8](=[CH:9][CH:10]=1)[NH:7][CH:6]=[CH:5]2.COC1C=C2C(=CC=1)NCC2.C(=O)(O)[O-].[Na+].C([BH3-])#N.[Na+]. Product: [CH3:1][C:2]1[CH:3]=[C:4]2[C:8](=[CH:9][CH:10]=1)[NH:7][CH2:6][CH2:5]2. The catalyst class is: 15. (6) Reactant: FC1C=CC(C(CCN2C=CN=C2)=C[C:10]2[CH:11]=[C:12]([CH:17]=[CH:18][CH:19]=2)[C:13]([O:15]C)=[O:14])=CC=1.[OH-].[Na+].Cl. Product: [C:13]([OH:15])(=[O:14])[C:12]1[CH:17]=[CH:18][CH:19]=[CH:10][CH:11]=1. The catalyst class is: 5.